The task is: Predict the reaction yield, written as a fraction of the theoretical maximum amount of product (1.0 means a 100% yield; for example, 0.34 means a 34% yield).. This data is from Reaction yield outcomes from USPTO patents with 853,638 reactions. The reactants are Cl.[Cl:2][C:3]1[CH:8]=[CH:7][C:6]([C:9]2([CH2:14][C:15]([NH2:17])=[NH:16])[CH2:13][CH2:12][CH2:11][CH2:10]2)=[CH:5][CH:4]=1.C[O:19][C:20](=O)/[C:21](/[O:31][CH2:32][C:33]1[CH:38]=[CH:37][CH:36]=[CH:35][CH:34]=1)=[C:22](\O)/[C:23]([O:25][C:26]([CH3:29])([CH3:28])[CH3:27])=[O:24].C(OC(C1C(OCC2C=CC=CC=2)=C(O)N=C(CC2C=CC=CC=2C2C=CC=CC=2)N=1)=O)(C)(C)C. No catalyst specified. The product is [C:26]([O:25][C:23]([C:22]1[C:21]([O:31][CH2:32][C:33]2[CH:38]=[CH:37][CH:36]=[CH:35][CH:34]=2)=[C:20]([OH:19])[N:17]=[C:15]([CH2:14][C:9]2([C:6]3[CH:5]=[CH:4][C:3]([Cl:2])=[CH:8][CH:7]=3)[CH2:13][CH2:12][CH2:11][CH2:10]2)[N:16]=1)=[O:24])([CH3:29])([CH3:27])[CH3:28]. The yield is 0.550.